Dataset: Full USPTO retrosynthesis dataset with 1.9M reactions from patents (1976-2016). Task: Predict the reactants needed to synthesize the given product. (1) Given the product [C:24](=[O:25])([O:26][CH2:27][CH3:28])[O:8][C:7]1[C:2]([Cl:1])=[CH:3][C:4]([C:10]2[CH:15]=[CH:14][CH:13]=[CH:12][CH:11]=2)=[CH:5][C:6]=1[Cl:9], predict the reactants needed to synthesize it. The reactants are: [Cl:1][C:2]1[CH:3]=[C:4]([C:10]2[CH:15]=[CH:14][CH:13]=[CH:12][CH:11]=2)[CH:5]=[C:6]([Cl:9])[C:7]=1[OH:8].C(N(CC)CC)C.Cl[C:24]([O:26][CH2:27][CH3:28])=[O:25]. (2) Given the product [C:36]([C:35]1[CH:39]=[CH:40][C:32]([C:9]2[CH:10]=[CH:11][C:12]3[O:16][C:15]([CH:17]4[CH2:22][CH2:21][N:20]([C:23]([O:25][CH:26]([CH3:27])[CH3:28])=[O:24])[CH2:19][CH2:18]4)=[N:14][C:13]=3[CH:29]=2)=[C:33]([F:41])[CH:34]=1)(=[O:37])[NH2:38], predict the reactants needed to synthesize it. The reactants are: CC1(C)C(C)(C)OB([C:9]2[CH:10]=[CH:11][C:12]3[O:16][C:15]([CH:17]4[CH2:22][CH2:21][N:20]([C:23]([O:25][CH:26]([CH3:28])[CH3:27])=[O:24])[CH2:19][CH2:18]4)=[N:14][C:13]=3[CH:29]=2)O1.Br[C:32]1[CH:40]=[CH:39][C:35]([C:36]([NH2:38])=[O:37])=[CH:34][C:33]=1[F:41]. (3) Given the product [CH3:37][O:38][C:39]1[CH:40]=[C:41]([CH:45]=[CH:46][CH:47]=1)[C:42]([NH:23][CH:24]1[CH2:25][CH2:26][N:27]([C:30]([O:32][C:33]([CH3:36])([CH3:35])[CH3:34])=[O:31])[CH2:28][CH2:29]1)=[O:43], predict the reactants needed to synthesize it. The reactants are: C1C=CC2N(O)N=NC=2C=1.CCN=C=NCCCN(C)C.Cl.[NH2:23][CH:24]1[CH2:29][CH2:28][N:27]([C:30]([O:32][C:33]([CH3:36])([CH3:35])[CH3:34])=[O:31])[CH2:26][CH2:25]1.[CH3:37][O:38][C:39]1[CH:40]=[C:41]([CH:45]=[CH:46][CH:47]=1)[C:42](O)=[O:43]. (4) Given the product [Br:1][C:2]1[S:3][CH:4]=[CH:5][C:6]=1[C:7]([O:9][CH3:10])=[O:8], predict the reactants needed to synthesize it. The reactants are: [Br:1][C:2]1[S:3][CH:4]=[CH:5][C:6]=1[C:7]([OH:9])=[O:8].[C:10](Cl)(=O)C(Cl)=O. (5) Given the product [C:1]([CH2:4][CH2:5][C:6]1[C:18]([CH2:19][CH2:20][CH2:21][CH2:22][CH2:23][CH2:24][CH2:25][C:26]2[CH:27]=[C:28]([C:41]3[CH:42]=[CH:43][CH:44]=[CH:45][CH:46]=3)[CH:29]=[C:30]([C:32]([N:34]3[CH2:39][CH2:38][N:37]([CH3:40])[CH2:36][CH2:35]3)=[O:33])[CH:31]=2)=[CH:17][CH:16]=[CH:15][C:7]=1[O:8][CH2:9][CH2:10][CH2:11][C:12]([OH:14])=[O:13])([OH:3])=[O:2], predict the reactants needed to synthesize it. The reactants are: [C:1]([CH2:4][CH2:5][C:6]1[C:18]([CH2:19][CH2:20][CH2:21][CH2:22][CH2:23][C:24]#[C:25][C:26]2[CH:27]=[C:28]([C:41]3[CH:46]=[CH:45][CH:44]=[CH:43][CH:42]=3)[CH:29]=[C:30]([C:32]([N:34]3[CH2:39][CH2:38][N:37]([CH3:40])[CH2:36][CH2:35]3)=[O:33])[CH:31]=2)=[CH:17][CH:16]=[CH:15][C:7]=1[O:8][CH2:9][CH2:10][CH2:11][C:12]([OH:14])=[O:13])([OH:3])=[O:2]. (6) Given the product [N+:13]1([O-:25])[CH:14]=[CH:15][CH:7]=[CH:8][CH:12]=1.[CH3:1][O:2][C:3]1[CH:11]=[C:10]2[C:6]([C:7]3[CH:15]=[CH:14][N:13]=[C:12]([CH3:16])[C:8]=3[NH:9]2)=[CH:5][CH:4]=1, predict the reactants needed to synthesize it. The reactants are: [CH3:1][O:2][C:3]1[CH:11]=[C:10]2[C:6]([C:7]3[CH:15]=[CH:14][N:13]=[C:12]([CH3:16])[C:8]=3[NH:9]2)=[CH:5][CH:4]=1.ClC1C=CC=C(C(OO)=[O:25])C=1.[OH-].[Na+]. (7) Given the product [C:22]([O:21][C:20](=[O:26])[NH:19][C:15]1([C:12]2[CH:11]=[CH:10][C:9]([C:5]3[C:4]([C:27]4[CH:32]=[CH:31][CH:30]=[CH:29][CH:28]=4)=[CH:3][C:2]4[NH:1][C:44](=[O:45])[CH:43]([CH3:47])[O:8][C:7]=4[N:6]=3)=[CH:14][CH:13]=2)[CH2:18][CH2:17][CH2:16]1)([CH3:25])([CH3:24])[CH3:23], predict the reactants needed to synthesize it. The reactants are: [NH2:1][C:2]1[C:7](=[O:8])[NH:6][C:5]([C:9]2[CH:14]=[CH:13][C:12]([C:15]3([NH:19][C:20](=[O:26])[O:21][C:22]([CH3:25])([CH3:24])[CH3:23])[CH2:18][CH2:17][CH2:16]3)=[CH:11][CH:10]=2)=[C:4]([C:27]2[CH:32]=[CH:31][CH:30]=[CH:29][CH:28]=2)[CH:3]=1.CCN(C(C)C)C(C)C.Cl[CH:43]([CH3:47])[C:44](Cl)=[O:45].C(=O)(O)[O-].[Na+]. (8) Given the product [C:1]([N:4]1[C:13]2[C:8](=[CH:9][C:10]([C:14]([NH2:26])=[O:15])=[CH:11][CH:12]=2)[C@H:7]([O:17][C:18]2[CH:23]=[CH:22][C:21]([Cl:24])=[CH:20][CH:19]=2)[CH2:6][C@@H:5]1[CH3:25])(=[O:3])[CH3:2], predict the reactants needed to synthesize it. The reactants are: [C:1]([N:4]1[C:13]2[C:8](=[CH:9][C:10]([C:14](O)=[O:15])=[CH:11][CH:12]=2)[C@H:7]([O:17][C:18]2[CH:23]=[CH:22][C:21]([Cl:24])=[CH:20][CH:19]=2)[CH2:6][C@@H:5]1[CH3:25])(=[O:3])[CH3:2].[NH3:26]. (9) Given the product [OH2:4].[OH2:48].[S:47]([C:44]1[CH:45]=[CH:46][C:41]([CH3:40])=[CH:42][CH:43]=1)([OH:50])(=[O:49])=[O:48].[NH2:1][C@@H:2]([CH2:6][C:7]1[CH:12]=[CH:11][C:10]([C:13]2[CH:18]=[C:17]([O:19][C@H:20]([C:25]3[CH:26]=[CH:27][C:28]([C:31]4[CH:32]=[CH:33][CH:34]=[CH:35][CH:36]=4)=[CH:29][C:30]=3[O:59][CH3:58])[C:21]([F:22])([F:23])[F:24])[N:16]=[C:15]([NH2:39])[N:14]=2)=[CH:9][CH:8]=1)[C:3]([OH:5])=[O:4], predict the reactants needed to synthesize it. The reactants are: [NH2:1][C@@H:2]([CH2:6][C:7]1[CH:12]=[CH:11][C:10]([C:13]2[CH:18]=[C:17]([O:19][C@H:20]([C:25]3[CH:30]=[CH:29][C:28]([C:31]4[CH:36]=[CH:35][CH:34]=[C:33](OC)[CH:32]=4)=[CH:27][CH:26]=3)[C:21]([F:24])([F:23])[F:22])[N:16]=[C:15]([NH2:39])[N:14]=2)=[CH:9][CH:8]=1)[C:3]([O-:5])=[O:4].[CH3:40][C:41]1[CH:42]=[CH:43][C:44]([S:47]([OH:50])(=[O:49])=[O:48])=[CH:45][CH:46]=1.O.C(#N)C.O.C1C[O:59][CH2:58]C1.